From a dataset of Full USPTO retrosynthesis dataset with 1.9M reactions from patents (1976-2016). Predict the reactants needed to synthesize the given product. (1) Given the product [CH3:33][C:28]1([CH3:34])[CH:27]2[CH2:32][CH:29]1[CH2:30][CH2:31][CH:26]2[NH:25][S:24]([C:21]1[CH:20]=[CH:19][C:18]([CH2:17][CH2:16][C:8]2([NH:7][C:6](=[O:37])[O:5][C:1]([CH3:4])([CH3:3])[CH3:2])[CH2:13][O:12][C:11]([CH3:14])([CH3:15])[O:10][CH2:9]2)=[CH:23][CH:22]=1)(=[O:36])=[O:35], predict the reactants needed to synthesize it. The reactants are: [C:1]([O:5][C:6](=[O:37])[NH:7][C:8]1([C:16]#[C:17][C:18]2[CH:23]=[CH:22][C:21]([S:24](=[O:36])(=[O:35])[NH:25][CH:26]3[CH2:31][CH2:30][CH:29]4[CH2:32][CH:27]3[C:28]4([CH3:34])[CH3:33])=[CH:20][CH:19]=2)[CH2:13][O:12][C:11]([CH3:15])([CH3:14])[O:10][CH2:9]1)([CH3:4])([CH3:3])[CH3:2]. (2) Given the product [Br:16][C:12]1[CH:11]=[C:10]([C:7]([F:8])([F:9])[C:6]([OH:17])=[O:5])[CH:15]=[CH:14][CH:13]=1, predict the reactants needed to synthesize it. The reactants are: [OH-].[Li+].C([O:5][C:6](=[O:17])[C:7]([C:10]1[CH:15]=[CH:14][CH:13]=[C:12]([Br:16])[CH:11]=1)([F:9])[F:8])C. (3) Given the product [NH2:21][CH2:20][CH2:19][CH2:18][N:13]([S:14]([CH3:17])(=[O:15])=[O:16])[C:12]1[C:4]([CH:1]2[CH2:3][CH2:2]2)=[CH:5][C:6]2[C:10]([CH:11]=1)=[N:9][N:8]([C:32]1[CH:33]=[CH:34][C:35]([NH:38][C:39]3[CH:44]=[CH:43][C:42]([F:45])=[CH:41][CH:40]=3)=[CH:36][CH:37]=1)[C:7]=2[C:46]([NH:48][CH3:49])=[O:47], predict the reactants needed to synthesize it. The reactants are: [CH:1]1([C:4]2[C:12]([N:13]([CH2:18][CH2:19][CH2:20][N:21]3C(=O)C4C(=CC=CC=4)C3=O)[S:14]([CH3:17])(=[O:16])=[O:15])=[CH:11][C:10]3[C:6](=[C:7]([C:46]([NH:48][CH3:49])=[O:47])[N:8]([C:32]4[CH:37]=[CH:36][C:35]([NH:38][C:39]5[CH:44]=[CH:43][C:42]([F:45])=[CH:41][CH:40]=5)=[CH:34][CH:33]=4)[N:9]=3)[CH:5]=2)[CH2:3][CH2:2]1.O=P(Cl)(Cl)Cl. (4) Given the product [CH3:11][O:12][C:13]1[CH:18]=[CH:17][C:16]([C:19]2[N:20]=[C:21]([CH:24]3[CH2:29][CH2:28][N:27]([C:2]4[N:7]=[CH:6][N:5]=[C:4]5[NH:8][N:9]=[CH:10][C:3]=45)[CH2:26][CH2:25]3)[NH:22][CH:23]=2)=[CH:15][CH:14]=1, predict the reactants needed to synthesize it. The reactants are: Cl[C:2]1[N:7]=[CH:6][N:5]=[C:4]2[NH:8][N:9]=[CH:10][C:3]=12.[CH3:11][O:12][C:13]1[CH:18]=[CH:17][C:16]([C:19]2[N:20]=[C:21]([CH:24]3[CH2:29][CH2:28][NH:27][CH2:26][CH2:25]3)[NH:22][CH:23]=2)=[CH:15][CH:14]=1.C(O)(C)C.C(N(C(C)C)CC)(C)C. (5) Given the product [CH3:17][N:14]1[CH2:15][CH2:16][N:11]([CH2:10][CH2:9][CH2:8][NH:7][C:5](=[O:6])[C:4]2[CH:18]=[CH:19][CH:20]=[C:2]([NH:21][C:22]3[CH:36]=[CH:35][CH:34]=[C:24]([C:25](=[O:26])[NH:27][C:28]4[CH:33]=[CH:32][N:31]=[CH:30][CH:29]=4)[CH:23]=3)[CH:3]=2)[CH2:12][CH2:13]1, predict the reactants needed to synthesize it. The reactants are: Br[C:2]1[CH:3]=[C:4]([CH:18]=[CH:19][CH:20]=1)[C:5]([NH:7][CH2:8][CH2:9][CH2:10][N:11]1[CH2:16][CH2:15][N:14]([CH3:17])[CH2:13][CH2:12]1)=[O:6].[NH2:21][C:22]1[CH:23]=[C:24]([CH:34]=[CH:35][CH:36]=1)[C:25]([NH:27][C:28]1[CH:33]=[CH:32][N:31]=[CH:30][CH:29]=1)=[O:26].CC(C1C=C(C(C)C)C(C2C=CC=CC=2P(C2CCCCC2)C2CCCCC2)=C(C(C)C)C=1)C.C([O-])([O-])=O.[K+].[K+]. (6) Given the product [Cl:1][C:2]1[CH:3]=[CH:4][C:5]([O:6][CH:7]([CH:9]2[CH2:10][NH:11][CH2:12]2)[CH3:8])=[CH:20][CH:21]=1, predict the reactants needed to synthesize it. The reactants are: [Cl:1][C:2]1[CH:21]=[CH:20][C:5]([O:6][CH:7]([CH:9]2[CH2:12][N:11](C(OC(C)(C)C)=O)[CH2:10]2)[CH3:8])=[CH:4][CH:3]=1.C(O)(C(F)(F)F)=O. (7) The reactants are: [CH2:1]([NH:4][C:5]1[N:6]=[C:7]([NH:25][CH3:26])[C:8]2[N:14]=[C:13]([N:15]3[CH2:20][CH2:19][C:18]([F:22])([F:21])[CH2:17][CH2:16]3)[N:12]=[C:11]([NH:23][CH3:24])[C:9]=2[N:10]=1)[CH2:2][CH3:3].Cl.C(OCC)C.Cl.[Cl:34]C1N=C(NCCC)C2N=C(NC)N=C(NCCC)C=2N=1. Given the product [ClH:34].[CH2:1]([NH:4][C:5]1[N:6]=[C:7]([NH:25][CH3:26])[C:8]2[N:14]=[C:13]([N:15]3[CH2:20][CH2:19][C:18]([F:22])([F:21])[CH2:17][CH2:16]3)[N:12]=[C:11]([NH:23][CH3:24])[C:9]=2[N:10]=1)[CH2:2][CH3:3], predict the reactants needed to synthesize it. (8) The reactants are: [CH2:1]([N:3]1[C:7]([C:8]2[CH:9]=[C:10]([C:14]([NH2:17])([CH3:16])[CH3:15])[CH:11]=[CH:12][CH:13]=2)=[CH:6][C:5]([CH2:18][CH2:19][C:20]2[CH:25]=[CH:24][C:23]([F:26])=[CH:22][CH:21]=2)=[N:4]1)[CH3:2].CCN(CC)CC.[F:34][C:35]([F:43])([F:42])[CH2:36][NH:37][S:38](Cl)(=[O:40])=[O:39]. Given the product [CH2:1]([N:3]1[C:7]([C:8]2[CH:9]=[C:10]([C:14]([NH:17][S:38]([NH:37][CH2:36][C:35]([F:43])([F:42])[F:34])(=[O:40])=[O:39])([CH3:16])[CH3:15])[CH:11]=[CH:12][CH:13]=2)=[CH:6][C:5]([CH2:18][CH2:19][C:20]2[CH:21]=[CH:22][C:23]([F:26])=[CH:24][CH:25]=2)=[N:4]1)[CH3:2], predict the reactants needed to synthesize it.